Dataset: Catalyst prediction with 721,799 reactions and 888 catalyst types from USPTO. Task: Predict which catalyst facilitates the given reaction. (1) Product: [P:1]([OH:35])([OH:27])([O:3][C:4]1[C:9]2[CH2:10][O:11][CH2:12][C:13]3[CH:18]=[C:17]([O:19][CH3:20])[C:16]([O:21][CH3:22])=[C:15]([O:23][CH3:24])[C:14]=3[C:8]=2[CH:7]=[CH:6][C:5]=1[O:25][CH3:26])=[O:2]. The catalyst class is: 19. Reactant: [P:1]([O:35]CC1C=CC=CC=1)([O:27]CC1C=CC=CC=1)([O:3][C:4]1[C:9]2[CH2:10][O:11][CH2:12][C:13]3[CH:18]=[C:17]([O:19][CH3:20])[C:16]([O:21][CH3:22])=[C:15]([O:23][CH3:24])[C:14]=3[C:8]=2[CH:7]=[CH:6][C:5]=1[O:25][CH3:26])=[O:2]. (2) Reactant: [NH:1]1[C:9]2[C:4](=[C:5]([NH:10][C:11]([NH:13][CH:14]3[C:22]4[C:17](=[C:18]([N:23]5[CH2:28][CH2:27][CH2:26][CH2:25][CH2:24]5)[CH:19]=[CH:20][CH:21]=4)[CH2:16][CH2:15]3)=[O:12])[CH:6]=[CH:7][CH:8]=2)[CH:3]=[N:2]1.Cl. Product: [NH:1]1[C:9]2[C:4](=[C:5]([NH:10][C:11]([NH:13][C@H:14]3[C:22]4[C:17](=[C:18]([N:23]5[CH2:28][CH2:27][CH2:26][CH2:25][CH2:24]5)[CH:19]=[CH:20][CH:21]=4)[CH2:16][CH2:15]3)=[O:12])[CH:6]=[CH:7][CH:8]=2)[CH:3]=[N:2]1. The catalyst class is: 5. (3) Reactant: [CH3:1][O:2][C:3](=[O:21])[C:4]1[C:5](=[CH:10][C:11]([O:14][CH:15]2[CH2:20][CH2:19][CH2:18][CH:17]=[CH:16]2)=[CH:12][CH:13]=1)[C:6]([O:8][CH3:9])=[O:7]. Product: [CH3:1][O:2][C:3](=[O:21])[C:4]1[C:5](=[CH:10][C:11]([O:14][CH:15]2[CH2:16][CH2:17][CH2:18][CH2:19][CH2:20]2)=[CH:12][CH:13]=1)[C:6]([O:8][CH3:9])=[O:7]. The catalyst class is: 123. (4) Reactant: [C:1]([C:4]1[C:8]([CH3:9])=[C:7]([C:10]2[CH:15]=[CH:14][N:13]=[CH:12][CH:11]=2)[NH:6][C:5]=1[CH:16]=[O:17])(=[O:3])[CH3:2].[BH4-].[Na+].O. Product: [C:1]([C:4]1[C:8]([CH3:9])=[C:7]([C:10]2[CH:11]=[CH:12][N:13]=[CH:14][CH:15]=2)[NH:6][C:5]=1[CH2:16][OH:17])(=[O:3])[CH3:2]. The catalyst class is: 61. (5) Reactant: [NH2:1][C:2]1[CH:3]=[CH:4][C:5]2[C:6]([N:18]=1)=[N:7][C:8]([C:11]1[CH:16]=[CH:15][C:14]([OH:17])=[CH:13][CH:12]=1)=[CH:9][N:10]=2.[CH2:19]([N:21]=[C:22]=[O:23])[CH3:20].Cl.[OH-].[K+]. Product: [CH2:19]([NH:21][C:22]([NH:1][C:2]1[CH:3]=[CH:4][C:5]2[C:6]([N:18]=1)=[N:7][C:8]([C:11]1[CH:16]=[CH:15][C:14]([OH:17])=[CH:13][CH:12]=1)=[CH:9][N:10]=2)=[O:23])[CH3:20]. The catalyst class is: 228. (6) Reactant: [CH3:1][N:2]1[C:6]([C:7](O)=[O:8])=[C:5]([C:10]([F:13])([F:12])[F:11])[C:4]([C:14]([F:20])([F:19])[C:15]([F:18])([F:17])[F:16])=[N:3]1.CN(C)C=O.C(Cl)(=O)C([Cl:29])=O. Product: [CH3:1][N:2]1[C:6]([C:7]([Cl:29])=[O:8])=[C:5]([C:10]([F:13])([F:12])[F:11])[C:4]([C:14]([F:20])([F:19])[C:15]([F:18])([F:17])[F:16])=[N:3]1. The catalyst class is: 4. (7) Product: [C:11]([NH:15][C:16]([NH:1][C@H:2]([C:5]1[CH:10]=[CH:9][CH:8]=[CH:7][CH:6]=1)[CH2:3][OH:4])=[S:17])([CH3:14])([CH3:13])[CH3:12]. Reactant: [NH2:1][C@H:2]([C:5]1[CH:10]=[CH:9][CH:8]=[CH:7][CH:6]=1)[CH2:3][OH:4].[C:11]([N:15]=[C:16]=[S:17])([CH3:14])([CH3:13])[CH3:12]. The catalyst class is: 162.